This data is from Reaction yield outcomes from USPTO patents with 853,638 reactions. The task is: Predict the reaction yield, written as a fraction of the theoretical maximum amount of product (1.0 means a 100% yield; for example, 0.34 means a 34% yield). (1) The product is [OH:6][C:7]1[CH:14]=[CH:13][CH:12]=[C:11]([OH:15])[C:8]=1[CH:9]=[O:10]. The catalyst is ClCCl. The reactants are [Al+3].[Cl-].[Cl-].[Cl-].C[O:6][C:7]1[CH:14]=[CH:13][CH:12]=[C:11]([O:15]C)[C:8]=1[CH:9]=[O:10]. The yield is 0.480. (2) The reactants are Br[C:2]1[CH:17]=[CH:16][C:5]([CH2:6][CH2:7][NH:8][C:9](=[O:15])[O:10][C:11]([CH3:14])([CH3:13])[CH3:12])=[CH:4][CH:3]=1.[C:18](=[O:21])([O-])[O-].[Na+].[Na+].[CH2:24]([N:31]1C=C(B2OC(C)(C)C(C)(C)O2)C=N1)[C:25]1C=CC=[CH:27][CH:26]=1. The catalyst is C1C=CC([P]([Pd]([P](C2C=CC=CC=2)(C2C=CC=CC=2)C2C=CC=CC=2)([P](C2C=CC=CC=2)(C2C=CC=CC=2)C2C=CC=CC=2)[P](C2C=CC=CC=2)(C2C=CC=CC=2)C2C=CC=CC=2)(C2C=CC=CC=2)C2C=CC=CC=2)=CC=1.C(OCC)(=O)C.CCCCCCC. The product is [O:21]=[C:18]1[NH:31][CH:24]=[C:25]([C:2]2[CH:17]=[CH:16][C:5]([CH2:6][CH2:7][NH:8][C:9](=[O:15])[O:10][C:11]([CH3:14])([CH3:13])[CH3:12])=[CH:4][CH:3]=2)[CH:26]=[CH:27]1. The yield is 0.950. (3) The reactants are [CH:1]([O:4][C:5]1[N:10]=[C:9]([C:11]2[C:19]3[C:14](=[CH:15][CH:16]=[C:17]([C:20]4[N:24]=[C:23]([NH:25]C(=O)OC(C)(C)C)[S:22][N:21]=4)[CH:18]=3)[N:13]([S:33]([C:36]3[CH:42]=[CH:41][C:39]([CH3:40])=[CH:38][CH:37]=3)(=[O:35])=[O:34])[CH:12]=2)[CH:8]=[CH:7][CH:6]=1)([CH3:3])[CH3:2].C(O)(C(F)(F)F)=O. The catalyst is C(Cl)Cl. The product is [CH:1]([O:4][C:5]1[N:10]=[C:9]([C:11]2[C:19]3[C:14](=[CH:15][CH:16]=[C:17]([C:20]4[N:24]=[C:23]([NH2:25])[S:22][N:21]=4)[CH:18]=3)[N:13]([S:33]([C:36]3[CH:37]=[CH:38][C:39]([CH3:40])=[CH:41][CH:42]=3)(=[O:35])=[O:34])[CH:12]=2)[CH:8]=[CH:7][CH:6]=1)([CH3:3])[CH3:2]. The yield is 0.856. (4) The catalyst is CO. The reactants are [OH-].[Na+].[CH2:3]([O:14][C:15]1[CH:24]=[CH:23][C:18]([C:19]([O:21]C)=[O:20])=[CH:17][CH:16]=1)[CH2:4][CH2:5]/[CH:6]=[CH:7]\[CH2:8][CH2:9][CH2:10][CH2:11][CH2:12][CH3:13]. The yield is 0.980. The product is [CH2:3]([O:14][C:15]1[CH:16]=[CH:17][C:18]([C:19]([OH:21])=[O:20])=[CH:23][CH:24]=1)[CH2:4][CH2:5]/[CH:6]=[CH:7]\[CH2:8][CH2:9][CH2:10][CH2:11][CH2:12][CH3:13]. (5) The reactants are C(Cl)CCl.Cl.[O:6]=[C:7]1[NH:16][C:15]2[N:14]=[CH:13][C:12](/[CH:17]=[CH:18]/[C:19]([OH:21])=O)=[CH:11][C:10]=2[CH2:9][CH2:8]1.[CH3:22][NH:23][CH2:24][C:25]1[C:33]2[CH:32]=[CH:31][CH:30]=[CH:29][C:28]=2[N:27]2[CH2:34][CH2:35][CH2:36][C:26]=12.C1C=CC2N(O)N=NC=2C=1.CCN(CC)CC. The catalyst is CN(C=O)C.O. The product is [CH2:36]1[C:26]2=[C:25]([CH2:24][N:23]([CH3:22])[C:19](=[O:21])/[CH:18]=[CH:17]/[C:12]3[CH:13]=[N:14][C:15]4[NH:16][C:7](=[O:6])[CH2:8][CH2:9][C:10]=4[CH:11]=3)[C:33]3[CH:32]=[CH:31][CH:30]=[CH:29][C:28]=3[N:27]2[CH2:34][CH2:35]1. The yield is 0.250. (6) The reactants are [Li][CH2:2]CCC.[Cl:6][C:7]1[CH:15]=[CH:14][C:10]([C:11]([OH:13])=[O:12])=[C:9]([CH3:16])[CH:8]=1.CI.O. The catalyst is C1COCC1. The product is [Cl:6][C:7]1[CH:15]=[CH:14][C:10]([C:11]([OH:13])=[O:12])=[C:9]([CH2:16][CH3:2])[CH:8]=1. The yield is 0.460. (7) The yield is 0.310. The reactants are [OH-].[K+].Cl[C:4]1[N:9]=[C:8]([C:10]([OH:12])=[O:11])[CH:7]=[CH:6][C:5]=1[C:13]1([F:17])[CH2:16][CH2:15][CH2:14]1.[CH:18]1([CH2:21][OH:22])[CH2:20][CH2:19]1. The catalyst is CS(C)=O. The product is [CH:18]1([CH2:21][O:22][C:4]2[N:9]=[C:8]([C:10]([OH:12])=[O:11])[CH:7]=[CH:6][C:5]=2[C:13]2([F:17])[CH2:16][CH2:15][CH2:14]2)[CH2:20][CH2:19]1. (8) The product is [CH:1]1([S:4]([N:7]2[CH:11]=[C:10]([C:12]3[N:17]=[C:16]([NH:18][C:19]4[N:24]=[CH:23][C:22]5[C:25]([C:31]6[NH:35][N:34]=[CH:33][C:32]=6[CH3:42])=[CH:26][N:27]([CH:28]([CH3:30])[CH3:29])[C:21]=5[CH:20]=4)[CH:15]=[CH:14][N:13]=3)[CH:9]=[N:8]2)(=[O:6])=[O:5])[CH2:2][CH2:3]1. No catalyst specified. The reactants are [CH:1]1([S:4]([N:7]2[CH:11]=[C:10]([C:12]3[N:17]=[C:16]([NH:18][C:19]4[N:24]=[CH:23][C:22]5[C:25]([C:31]6[N:35](C7CCCCO7)[N:34]=[CH:33][C:32]=6[CH3:42])=[CH:26][N:27]([CH:28]([CH3:30])[CH3:29])[C:21]=5[CH:20]=4)[CH:15]=[CH:14][N:13]=3)[CH:9]=[N:8]2)(=[O:6])=[O:5])[CH2:3][CH2:2]1.Cl.CO. The yield is 0.130.